From a dataset of Reaction yield outcomes from USPTO patents with 853,638 reactions. Predict the reaction yield, written as a fraction of the theoretical maximum amount of product (1.0 means a 100% yield; for example, 0.34 means a 34% yield). The reactants are Br[C:2]1[CH:3]=[C:4]2[C:9](=[CH:10][CH:11]=1)[N:8]=[CH:7][N:6]([C:12](=[O:16])[CH2:13][CH2:14][OH:15])[C:5]2=[O:17].[CH3:18][C:19]1[CH:24]=[CH:23][CH:22]=[C:21]([CH3:25])[C:20]=1B(O)O.C(=O)([O-])[O-].[K+].[K+].C1(P(C2C=CC=CC=2)C2C=CC=CC=2)C=CC=CC=1.C(=O)(O)[O-]. The yield is 0.490. The product is [CH3:18][C:19]1[CH:24]=[CH:23][CH:22]=[C:21]([CH3:25])[C:20]=1[C:2]1[CH:3]=[C:4]2[C:9](=[CH:10][CH:11]=1)[N:8]=[CH:7][N:6]([C:12](=[O:16])[CH2:13][CH2:14][OH:15])[C:5]2=[O:17]. The catalyst is CN(C)C(=O)C.C(O)C.O.C1C=CC(/C=C/C(/C=C/C2C=CC=CC=2)=O)=CC=1.C1C=CC(/C=C/C(/C=C/C2C=CC=CC=2)=O)=CC=1.C1C=CC(/C=C/C(/C=C/C2C=CC=CC=2)=O)=CC=1.[Pd].[Pd].C(Cl)Cl.